Dataset: Forward reaction prediction with 1.9M reactions from USPTO patents (1976-2016). Task: Predict the product of the given reaction. (1) Given the reactants [Br:1][C:2]1[CH:3]=[C:4]([CH:7]=[C:8]([O:11][CH2:12][CH3:13])[C:9]=1[OH:10])[CH:5]=[O:6].[CH3:14][O:15][C:16]([C:18]1[CH:22]=[CH:21][O:20][C:19]=1[CH2:23]Br)=[O:17], predict the reaction product. The product is: [CH3:14][O:15][C:16]([C:18]1[CH:22]=[CH:21][O:20][C:19]=1[CH2:23][O:10][C:9]1[C:8]([O:11][CH2:12][CH3:13])=[CH:7][C:4]([CH:5]=[O:6])=[CH:3][C:2]=1[Br:1])=[O:17]. (2) Given the reactants [Cl:1][C:2]1[CH:3]=[N:4][C:5]([CH2:11][C:12]2[CH:17]=[CH:16][C:15]([F:18])=[CH:14][CH:13]=2)=[C:6]([CH:10]=1)[C:7]([OH:9])=O.Cl.[NH2:20][C@H:21]([C:23]1[CH:32]=[CH:31][C:26]([C:27]([O:29][CH3:30])=[O:28])=[CH:25][CH:24]=1)[CH3:22], predict the reaction product. The product is: [Cl:1][C:2]1[CH:10]=[C:6]([C:7]([NH:20][C@H:21]([C:23]2[CH:32]=[CH:31][C:26]([C:27]([O:29][CH3:30])=[O:28])=[CH:25][CH:24]=2)[CH3:22])=[O:9])[C:5]([CH2:11][C:12]2[CH:17]=[CH:16][C:15]([F:18])=[CH:14][CH:13]=2)=[N:4][CH:3]=1. (3) The product is: [NH2:38][C:9]1[N:8]([CH2:1][C:2]2[CH:7]=[CH:6][CH:5]=[CH:4][CH:3]=2)[C:12](=[O:13])[C:11]2([C:22]3[C:17](=[CH:18][CH:19]=[C:20]([Br:23])[CH:21]=3)[O:16][CH:15]([C:2]3[CH:7]=[CH:6][CH:5]=[CH:4][CH:3]=3)[CH2:14]2)[N:10]=1. Given the reactants [CH2:1]([N:8]1[C:12](=[O:13])[C:11]2([C:22]3[C:17](=[CH:18][CH:19]=[C:20]([Br:23])[CH:21]=3)[O:16][CH:15](C3C=CC=CC=3)[CH2:14]2)[N:10]=[C:9]1SCC1C=CC=CC=1)[C:2]1[CH:7]=[CH:6][CH:5]=[CH:4][CH:3]=1.[NH4+:38].[I-].N.CO, predict the reaction product. (4) The product is: [ClH:70].[ClH:70].[O:21]1[C:25]2[CH:26]=[CH:27][CH:28]=[CH:29][C:24]=2[N:23]=[C:22]1[S:30][CH2:31][CH2:32][N:33]1[CH2:34][CH2:35][N:36]([CH2:39][C:40]([NH:42][C:43]2[C:44]([S:54][CH:55]([CH3:57])[CH3:56])=[N:45][C:46]([CH3:53])=[CH:47][C:48]=2[S:49][CH:50]([CH3:52])[CH3:51])=[O:41])[CH2:37][CH2:38]1. Given the reactants C(SC1C(NC(=O)CBr)=C(SC(C)C)C=C(C)N=1)(C)C.[O:21]1[C:25]2[CH:26]=[CH:27][CH:28]=[CH:29][C:24]=2[N:23]=[C:22]1[S:30][CH2:31][CH2:32][N:33]1[CH2:38][CH2:37][N:36]([CH2:39][C:40]([NH:42][C:43]2[C:44]([S:54][CH:55]([CH3:57])[CH3:56])=[N:45][C:46]([CH3:53])=[CH:47][C:48]=2[S:49][CH:50]([CH3:52])[CH3:51])=[O:41])[CH2:35][CH2:34]1.C1(N)C(F)=C(F)C(F)=C(N)C=1F.[ClH:70].Cl, predict the reaction product. (5) Given the reactants [CH3:1][O:2][NH:3][C:4]([C:6]1[C:7](=[O:29])[C:8]2[CH:13]=[N:12][C:11](S(C)(=O)=O)=[N:10][C:9]=2[N:18]([C:20]2[CH:21]=[C:22]3[C:26](=[CH:27][CH:28]=2)[CH2:25][CH2:24][CH2:23]3)[CH:19]=1)=[O:5].[NH2:30][C:31]1[CH:32]=[C:33]([CH:45]=[CH:46][CH:47]=1)[C:34]([NH:36][CH2:37][CH:38]1[CH2:42][CH2:41][CH2:40][N:39]1[CH2:43][CH3:44])=[O:35], predict the reaction product. The product is: [CH3:1][O:2][NH:3][C:4]([C:6]1[C:7](=[O:29])[C:8]2[CH:13]=[N:12][C:11]([NH:30][C:31]3[CH:47]=[CH:46][CH:45]=[C:33]([C:34](=[O:35])[NH:36][CH2:37][CH:38]4[CH2:42][CH2:41][CH2:40][N:39]4[CH2:43][CH3:44])[CH:32]=3)=[N:10][C:9]=2[N:18]([C:20]2[CH:21]=[C:22]3[C:26](=[CH:27][CH:28]=2)[CH2:25][CH2:24][CH2:23]3)[CH:19]=1)=[O:5]. (6) Given the reactants [C:1]([N:5]1[CH2:10][CH2:9][CH2:8][CH2:7][C@@H:6]1[CH2:11][O:12][C:13]1[CH:22]=[CH:21][CH:20]=[C:19]2[C:14]=1[C:15]([NH:23][C:24]1[CH:29]=[CH:28][C:27]([OH:30])=[C:26]([CH3:31])[CH:25]=1)=[N:16][CH:17]=[N:18]2)(=[O:4])[CH2:2][OH:3].Cl.[N:33]1[CH:38]=[CH:37][CH:36]=[CH:35][C:34]=1[CH2:39]Cl, predict the reaction product. The product is: [CH3:31][C:26]1[CH:25]=[C:24]([NH:23][C:15]2[C:14]3[C:19](=[CH:20][CH:21]=[CH:22][C:13]=3[O:12][CH2:11][C@H:6]3[CH2:7][CH2:8][CH2:9][CH2:10][N:5]3[C:1](=[O:4])[CH2:2][OH:3])[N:18]=[CH:17][N:16]=2)[CH:29]=[CH:28][C:27]=1[O:30][CH2:39][C:34]1[CH:35]=[CH:36][CH:37]=[CH:38][N:33]=1.